Dataset: Forward reaction prediction with 1.9M reactions from USPTO patents (1976-2016). Task: Predict the product of the given reaction. Given the reactants F[C:2]1[CH:7]=[CH:6][C:5]([C:8]2[O:9][C:10]3[CH:16]=[CH:15][CH:14]=[CH:13][C:11]=3[N:12]=2)=[CH:4][C:3]=1[N+:17]([O-:19])=[O:18].C(=O)([O-])[O-].[K+].[K+].[CH3:26][N:27]([CH3:31])[CH2:28][CH2:29][NH2:30].O, predict the reaction product. The product is: [CH3:26][N:27]([CH3:31])[CH2:28][CH2:29][NH:30][C:2]1[CH:7]=[CH:6][C:5]([C:8]2[O:9][C:10]3[CH:16]=[CH:15][CH:14]=[CH:13][C:11]=3[N:12]=2)=[CH:4][C:3]=1[N+:17]([O-:19])=[O:18].